Dataset: Full USPTO retrosynthesis dataset with 1.9M reactions from patents (1976-2016). Task: Predict the reactants needed to synthesize the given product. (1) Given the product [CH2:39]([S:36]([N:33]1[CH2:32][CH2:31][CH:30]([C:21]2[C:20]3[C:24](=[C:25]([C:27]([NH2:29])=[O:28])[CH:26]=[C:18]([C:12]4[S:13][C:9]([CH2:8][NH:7][C@@H:2]([CH3:1])[C:3]([CH3:6])([CH3:5])[CH3:4])=[CH:10][CH:11]=4)[CH:19]=3)[NH:23][CH:22]=2)[CH2:35][CH2:34]1)(=[O:38])=[O:37])[CH3:40], predict the reactants needed to synthesize it. The reactants are: [CH3:1][C@H:2]([NH:7][CH2:8][C:9]1[S:13][C:12](B(O)O)=[CH:11][CH:10]=1)[C:3]([CH3:6])([CH3:5])[CH3:4].Br[C:18]1[CH:19]=[C:20]2[C:24](=[C:25]([C:27]([NH2:29])=[O:28])[CH:26]=1)[NH:23][CH:22]=[C:21]2[CH:30]1[CH2:35][CH2:34][N:33]([S:36]([CH2:39][CH3:40])(=[O:38])=[O:37])[CH2:32][CH2:31]1.C([O-])([O-])=O.[K+].[K+]. (2) Given the product [CH2:10]([O:12][C:13](=[O:18])[C:14]([C:2]1[CH:9]=[CH:8][C:5]([C:6]#[N:7])=[CH:4][CH:3]=1)([F:16])[F:15])[CH3:11], predict the reactants needed to synthesize it. The reactants are: I[C:2]1[CH:9]=[CH:8][C:5]([C:6]#[N:7])=[CH:4][CH:3]=1.[CH2:10]([O:12][C:13](=[O:18])[C:14](Br)([F:16])[F:15])[CH3:11]. (3) Given the product [CH2:2]([O:9][C:10]([C@H:11]1[CH2:15][CH2:14][CH2:13][N:12]1[C:23]([C:22]1[CH:21]=[CH:20][CH:19]=[C:18]([C:26]([N:12]2[CH2:13][CH2:14][CH2:15][C@@H:11]2[C:10]([O:9][CH2:2][C:3]2[CH:8]=[CH:7][CH:6]=[CH:5][CH:4]=2)=[O:16])=[O:28])[N:17]=1)=[O:25])=[O:16])[C:3]1[CH:4]=[CH:5][CH:6]=[CH:7][CH:8]=1, predict the reactants needed to synthesize it. The reactants are: Cl.[CH2:2]([O:9][C:10](=[O:16])[C@H:11]1[CH2:15][CH2:14][CH2:13][NH:12]1)[C:3]1[CH:8]=[CH:7][CH:6]=[CH:5][CH:4]=1.[N:17]1[C:22]([C:23]([OH:25])=O)=[CH:21][CH:20]=[CH:19][C:18]=1[C:26]([OH:28])=O. (4) Given the product [C:2]1([C:28]2[CH:33]=[CH:32][CH:31]=[CH:30][CH:29]=2)[CH:7]=[CH:6][CH:5]=[C:4]([CH:8]2[N:12]([C:13]3[CH:18]=[CH:17][C:16]([F:19])=[CH:15][C:14]=3[F:20])[N:11]=[C:10]([C:21]([F:27])([F:26])[C:22]([F:25])([F:24])[F:23])[CH2:9]2)[CH:3]=1, predict the reactants needed to synthesize it. The reactants are: Br[C:2]1[CH:3]=[C:4]([CH:8]2[N:12]([C:13]3[CH:18]=[CH:17][C:16]([F:19])=[CH:15][C:14]=3[F:20])[N:11]=[C:10]([C:21]([F:27])([F:26])[C:22]([F:25])([F:24])[F:23])[CH2:9]2)[CH:5]=[CH:6][CH:7]=1.[C:28]1(B(O)O)[CH:33]=[CH:32][CH:31]=[CH:30][CH:29]=1.C(=O)([O-])[O-].[Na+].[Na+].